Dataset: Catalyst prediction with 721,799 reactions and 888 catalyst types from USPTO. Task: Predict which catalyst facilitates the given reaction. (1) Reactant: [Cl:1][C:2]1[N:7]=[C:6](Cl)[CH:5]=[CH:4][N:3]=1.[CH:9]1([C:12]2[CH:16]=[C:15]([NH2:17])[NH:14][N:13]=2)[CH2:11][CH2:10]1.CCN(C(C)C)C(C)C. Product: [Cl:1][C:2]1[N:7]=[C:6]([NH:17][C:15]2[NH:14][N:13]=[C:12]([CH:9]3[CH2:11][CH2:10]3)[CH:16]=2)[CH:5]=[CH:4][N:3]=1. The catalyst class is: 16. (2) Reactant: Cl[C:2]1[N:7]=[C:6]([NH:8][CH2:9][CH:10]2[CH2:15][CH2:14][O:13][CH2:12][CH2:11]2)[CH:5]=[N:4][C:3]=1[C:16]([F:19])([F:18])[F:17].[Cl:20][C:21]1[C:22](B(O)O)=[CH:23][C:24]([F:27])=[N:25][CH:26]=1.C(=O)([O-])[O-].[Na+].[Na+].B(O)O. Product: [Cl:20][C:21]1[C:22]([C:2]2[N:7]=[C:6]([NH:8][CH2:9][CH:10]3[CH2:15][CH2:14][O:13][CH2:12][CH2:11]3)[CH:5]=[N:4][C:3]=2[C:16]([F:19])([F:18])[F:17])=[CH:23][C:24]([F:27])=[N:25][CH:26]=1. The catalyst class is: 57. (3) Reactant: [CH:1]1[CH:10]=[CH:9][C:8]2[CH2:11][CH2:12][CH2:13][N:6]3[C:7]=2[C:2]=1[C@@H:3]1[CH2:16][N:15]([C:17]([O:19][C:20]([CH3:23])([CH3:22])[CH3:21])=[O:18])[CH2:14][C@@H:4]1[CH2:5]3.[Br:24]N1C(=O)CCC1=O. Product: [Br:24][C:10]1[CH:1]=[C:2]2[C:7]3=[C:8]([CH2:11][CH2:12][CH2:13][N:6]3[CH2:5][C@H:4]3[CH2:14][N:15]([C:17]([O:19][C:20]([CH3:23])([CH3:22])[CH3:21])=[O:18])[CH2:16][C@@H:3]23)[CH:9]=1. The catalyst class is: 42. (4) Reactant: Cl[CH2:2][CH2:3][NH:4][C:5]([N:7]1[CH:13]([CH3:14])[CH2:12][C:11]2[CH:15]=[C:16]3[O:21][CH2:20][O:19][C:17]3=[CH:18][C:10]=2[C:9]([C:22]2[CH:27]=[CH:26][C:25]([N+:28]([O-:30])=[O:29])=[CH:24][CH:23]=2)=[N:8]1)=[O:6].C(=O)([O-])[O-].[K+].[K+].[I-].[Na+].CN(C)C=O. Product: [O:6]1[CH2:2][CH2:3][N:4]=[C:5]1[N:7]1[CH:13]([CH3:14])[CH2:12][C:11]2[CH:15]=[C:16]3[O:21][CH2:20][O:19][C:17]3=[CH:18][C:10]=2[C:9]([C:22]2[CH:27]=[CH:26][C:25]([N+:28]([O-:30])=[O:29])=[CH:24][CH:23]=2)=[N:8]1. The catalyst class is: 6.